From a dataset of Forward reaction prediction with 1.9M reactions from USPTO patents (1976-2016). Predict the product of the given reaction. Given the reactants [C:1]1([CH3:17])[CH:6]=[CH:5][C:4]([C:7]2[C:15]3[C:14]([NH2:16])=[N:13][CH:12]=[N:11][C:10]=3[NH:9][CH:8]=2)=[CH:3][CH:2]=1.C1C(=O)N([Br:25])C(=O)C1, predict the reaction product. The product is: [Br:25][C:8]1[NH:9][C:10]2[N:11]=[CH:12][N:13]=[C:14]([NH2:16])[C:15]=2[C:7]=1[C:4]1[CH:3]=[CH:2][C:1]([CH3:17])=[CH:6][CH:5]=1.